Dataset: NCI-60 drug combinations with 297,098 pairs across 59 cell lines. Task: Regression. Given two drug SMILES strings and cell line genomic features, predict the synergy score measuring deviation from expected non-interaction effect. (1) Drug 1: C1C(C(OC1N2C=C(C(=O)NC2=O)F)CO)O. Drug 2: CC1=C(C=C(C=C1)NC(=O)C2=CC=C(C=C2)CN3CCN(CC3)C)NC4=NC=CC(=N4)C5=CN=CC=C5. Cell line: HCC-2998. Synergy scores: CSS=32.4, Synergy_ZIP=3.76, Synergy_Bliss=0.982, Synergy_Loewe=-21.2, Synergy_HSA=-2.75. (2) Drug 1: CCC1(CC2CC(C3=C(CCN(C2)C1)C4=CC=CC=C4N3)(C5=C(C=C6C(=C5)C78CCN9C7C(C=CC9)(C(C(C8N6C=O)(C(=O)OC)O)OC(=O)C)CC)OC)C(=O)OC)O.OS(=O)(=O)O. Drug 2: C1C(C(OC1N2C=NC3=C(N=C(N=C32)Cl)N)CO)O. Cell line: SN12C. Synergy scores: CSS=43.3, Synergy_ZIP=-1.90, Synergy_Bliss=-0.621, Synergy_Loewe=-1.70, Synergy_HSA=1.44. (3) Drug 1: COC1=NC(=NC2=C1N=CN2C3C(C(C(O3)CO)O)O)N. Drug 2: N.N.Cl[Pt+2]Cl. Cell line: COLO 205. Synergy scores: CSS=40.8, Synergy_ZIP=-11.1, Synergy_Bliss=0.520, Synergy_Loewe=-0.307, Synergy_HSA=4.94. (4) Drug 1: CNC(=O)C1=CC=CC=C1SC2=CC3=C(C=C2)C(=NN3)C=CC4=CC=CC=N4. Drug 2: C1=CC(=C2C(=C1NCCNCCO)C(=O)C3=C(C=CC(=C3C2=O)O)O)NCCNCCO. Cell line: UACC-257. Synergy scores: CSS=12.5, Synergy_ZIP=-1.67, Synergy_Bliss=2.45, Synergy_Loewe=-7.18, Synergy_HSA=1.28. (5) Drug 1: COC1=NC(=NC2=C1N=CN2C3C(C(C(O3)CO)O)O)N. Drug 2: C1CCC(C(C1)N)N.C(=O)(C(=O)[O-])[O-].[Pt+4]. Cell line: SR. Synergy scores: CSS=60.1, Synergy_ZIP=3.30, Synergy_Bliss=3.70, Synergy_Loewe=-32.1, Synergy_HSA=1.64. (6) Drug 1: C1CCC(CC1)NC(=O)N(CCCl)N=O. Drug 2: CN(C(=O)NC(C=O)C(C(C(CO)O)O)O)N=O. Cell line: UACC-257. Synergy scores: CSS=-5.59, Synergy_ZIP=7.98, Synergy_Bliss=-8.58, Synergy_Loewe=-10.2, Synergy_HSA=-10.6.